This data is from NCI-60 drug combinations with 297,098 pairs across 59 cell lines. The task is: Regression. Given two drug SMILES strings and cell line genomic features, predict the synergy score measuring deviation from expected non-interaction effect. (1) Drug 1: C1CCC(CC1)NC(=O)N(CCCl)N=O. Drug 2: CCCCC(=O)OCC(=O)C1(CC(C2=C(C1)C(=C3C(=C2O)C(=O)C4=C(C3=O)C=CC=C4OC)O)OC5CC(C(C(O5)C)O)NC(=O)C(F)(F)F)O. Cell line: UACC62. Synergy scores: CSS=30.0, Synergy_ZIP=-9.12, Synergy_Bliss=-1.33, Synergy_Loewe=-0.906, Synergy_HSA=-0.356. (2) Synergy scores: CSS=-0.904, Synergy_ZIP=5.39, Synergy_Bliss=7.32, Synergy_Loewe=-0.231, Synergy_HSA=-1.38. Drug 2: CC1CCC2CC(C(=CC=CC=CC(CC(C(=O)C(C(C(=CC(C(=O)CC(OC(=O)C3CCCCN3C(=O)C(=O)C1(O2)O)C(C)CC4CCC(C(C4)OC)OCCO)C)C)O)OC)C)C)C)OC. Drug 1: CN1C(=O)N2C=NC(=C2N=N1)C(=O)N. Cell line: HOP-92. (3) Drug 1: COC1=CC(=CC(=C1O)OC)C2C3C(COC3=O)C(C4=CC5=C(C=C24)OCO5)OC6C(C(C7C(O6)COC(O7)C8=CC=CS8)O)O. Drug 2: C1=C(C(=O)NC(=O)N1)N(CCCl)CCCl. Cell line: TK-10. Synergy scores: CSS=26.0, Synergy_ZIP=-3.84, Synergy_Bliss=-1.03, Synergy_Loewe=-5.07, Synergy_HSA=2.45. (4) Drug 1: CC(CN1CC(=O)NC(=O)C1)N2CC(=O)NC(=O)C2. Drug 2: CN(C)C1=NC(=NC(=N1)N(C)C)N(C)C. Cell line: RPMI-8226. Synergy scores: CSS=24.5, Synergy_ZIP=4.02, Synergy_Bliss=-0.153, Synergy_Loewe=-26.0, Synergy_HSA=-7.00. (5) Drug 1: C1CN1P(=S)(N2CC2)N3CC3. Drug 2: CC1C(C(CC(O1)OC2CC(OC(C2O)C)OC3=CC4=CC5=C(C(=O)C(C(C5)C(C(=O)C(C(C)O)O)OC)OC6CC(C(C(O6)C)O)OC7CC(C(C(O7)C)O)OC8CC(C(C(O8)C)O)(C)O)C(=C4C(=C3C)O)O)O)O. Cell line: SW-620. Synergy scores: CSS=41.5, Synergy_ZIP=-0.247, Synergy_Bliss=0.337, Synergy_Loewe=-16.6, Synergy_HSA=-1.02. (6) Drug 1: C1=CC(=CC=C1CCC2=CNC3=C2C(=O)NC(=N3)N)C(=O)NC(CCC(=O)O)C(=O)O. Drug 2: CN(C)C1=NC(=NC(=N1)N(C)C)N(C)C. Cell line: EKVX. Synergy scores: CSS=-4.62, Synergy_ZIP=1.06, Synergy_Bliss=-1.44, Synergy_Loewe=-7.30, Synergy_HSA=-4.97. (7) Drug 1: CCCCCOC(=O)NC1=NC(=O)N(C=C1F)C2C(C(C(O2)C)O)O. Drug 2: COCCOC1=C(C=C2C(=C1)C(=NC=N2)NC3=CC=CC(=C3)C#C)OCCOC.Cl. Cell line: HCT116. Synergy scores: CSS=-0.216, Synergy_ZIP=4.17, Synergy_Bliss=4.57, Synergy_Loewe=-0.546, Synergy_HSA=-1.09. (8) Drug 1: C1=CC(=CC=C1C#N)C(C2=CC=C(C=C2)C#N)N3C=NC=N3. Drug 2: C1=CN(C=N1)CC(O)(P(=O)(O)O)P(=O)(O)O. Cell line: SNB-19. Synergy scores: CSS=2.93, Synergy_ZIP=-1.13, Synergy_Bliss=-0.0768, Synergy_Loewe=-0.429, Synergy_HSA=-1.59. (9) Drug 1: CC1C(C(CC(O1)OC2CC(CC3=C2C(=C4C(=C3O)C(=O)C5=C(C4=O)C(=CC=C5)OC)O)(C(=O)C)O)N)O.Cl. Drug 2: CC1C(C(=O)NC(C(=O)N2CCCC2C(=O)N(CC(=O)N(C(C(=O)O1)C(C)C)C)C)C(C)C)NC(=O)C3=C4C(=C(C=C3)C)OC5=C(C(=O)C(=C(C5=N4)C(=O)NC6C(OC(=O)C(N(C(=O)CN(C(=O)C7CCCN7C(=O)C(NC6=O)C(C)C)C)C)C(C)C)C)N)C. Cell line: OVCAR-8. Synergy scores: CSS=25.8, Synergy_ZIP=0.148, Synergy_Bliss=12.1, Synergy_Loewe=11.1, Synergy_HSA=11.4.